This data is from Forward reaction prediction with 1.9M reactions from USPTO patents (1976-2016). The task is: Predict the product of the given reaction. (1) Given the reactants [OH:1][C:2]1[CH:7]=[CH:6][C:5]([O:8][CH3:9])=[CH:4][C:3]=1[C:10](=[O:12])[CH3:11].C([O-])([O-])=O.[K+].[K+].[CH2:19]([CH:21]1[O:23][CH2:22]1)Br.O, predict the reaction product. The product is: [CH3:9][O:8][C:5]1[CH:6]=[CH:7][C:2]([O:1][CH2:19][CH:21]2[CH2:22][O:23]2)=[C:3]([C:10](=[O:12])[CH3:11])[CH:4]=1. (2) Given the reactants Br[CH2:2][C:3]1[CH:31]=[CH:30][C:6]2[C:7](=[O:29])[N:8]([C:10]([C:23]3[CH:28]=[CH:27][CH:26]=[CH:25][CH:24]=3)([C:17]3[CH:22]=[CH:21][CH:20]=[CH:19][CH:18]=3)[C:11]3[CH:16]=[CH:15][CH:14]=[CH:13][CH:12]=3)[O:9][C:5]=2[CH:4]=1.[CH2:32]([NH:34][CH2:35][CH3:36])[CH3:33].CN(C)C=O.C(OCC)(=O)C, predict the reaction product. The product is: [CH2:32]([N:34]([CH2:2][C:3]1[CH:31]=[CH:30][C:6]2[C:7](=[O:29])[N:8]([C:10]([C:23]3[CH:28]=[CH:27][CH:26]=[CH:25][CH:24]=3)([C:17]3[CH:22]=[CH:21][CH:20]=[CH:19][CH:18]=3)[C:11]3[CH:16]=[CH:15][CH:14]=[CH:13][CH:12]=3)[O:9][C:5]=2[CH:4]=1)[CH2:35][CH3:36])[CH3:33]. (3) Given the reactants [OH:1][N:2]1[C:7]([CH3:9])([CH3:8])[CH2:6][CH2:5][CH2:4][C:3]1([CH3:11])[CH3:10].N(OC(C)(C)C)=O.N1C=CC=CC=1.N[C:26]1[CH:31]=[CH:30][CH:29]=[CH:28][CH:27]=1, predict the reaction product. The product is: [O:1]([N:2]1[C:7]([CH3:9])([CH3:8])[CH2:6][CH2:5][CH2:4][C:3]1([CH3:11])[CH3:10])[C:26]1[CH:31]=[CH:30][CH:29]=[CH:28][CH:27]=1. (4) The product is: [CH2:22]([O:24][C:25](=[O:32])[C@@:26]([F:31])([CH3:30])[C:27]([NH:1][C@@H:2]1[C:8](=[O:9])[N:7]([CH2:10][CH2:11][O:12][CH3:13])[C:6]2[CH:14]=[CH:15][CH:16]=[CH:17][C:5]=2[C:4]2[CH:18]=[CH:19][CH:20]=[CH:21][C:3]1=2)=[O:28])[CH3:23]. Given the reactants [NH2:1][C@@H:2]1[C:8](=[O:9])[N:7]([CH2:10][CH2:11][O:12][CH3:13])[C:6]2[CH:14]=[CH:15][CH:16]=[CH:17][C:5]=2[C:4]2[CH:18]=[CH:19][CH:20]=[CH:21][C:3]1=2.[CH2:22]([O:24][C:25](=[O:32])[C@@:26]([F:31])([CH3:30])[C:27](O)=[O:28])[CH3:23], predict the reaction product. (5) Given the reactants [CH3:1][O:2][C:3]1[CH:4]=[CH:5][CH:6]=[C:7]2[C:11]=1[NH:10][CH:9]=[C:8]2[C:12]([NH:14][CH2:15][C:16]1[CH:21]=[CH:20][CH:19]=[C:18]([CH3:22])[CH:17]=1)=[O:13].C(=O)([O-])[O-].[Cs+].[Cs+].[Cl:29][CH2:30][CH2:31][CH2:32]I, predict the reaction product. The product is: [Cl:29][CH2:30][CH2:31][CH2:32][N:10]1[C:11]2[C:7](=[CH:6][CH:5]=[CH:4][C:3]=2[O:2][CH3:1])[C:8]([C:12]([NH:14][CH2:15][C:16]2[CH:21]=[CH:20][CH:19]=[C:18]([CH3:22])[CH:17]=2)=[O:13])=[CH:9]1. (6) Given the reactants [C:1]1([CH3:19])[CH:6]=[CH:5][CH:4]=[C:3]([N:7]=[C:8]2[C:13]3[CH:14]=[CH:15][CH:16]=[CH:17][C:12]=3[O:11][C:10](=[O:18])[NH:9]2)[CH:2]=1.C1(OC2C=CC=CC=2)C=CC=CC=1, predict the reaction product. The product is: [OH:11][C:12]1[CH:17]=[CH:16][CH:15]=[CH:14][C:13]=1[C:8]1[NH:9][C:10](=[O:18])[C:4]2[C:3](=[CH:2][C:1]([CH3:19])=[CH:6][CH:5]=2)[N:7]=1.